This data is from hERG potassium channel inhibition data for cardiac toxicity prediction from Karim et al.. The task is: Regression/Classification. Given a drug SMILES string, predict its toxicity properties. Task type varies by dataset: regression for continuous values (e.g., LD50, hERG inhibition percentage) or binary classification for toxic/non-toxic outcomes (e.g., AMES mutagenicity, cardiotoxicity, hepatotoxicity). Dataset: herg_karim. (1) The drug is Cn1ccc(C2CCNCC2C(=O)N(Cc2cn(Cc3ccccc3)c3cccc(F)c23)C2CC2)cc1=O. The result is 1 (blocker). (2) The molecule is CCn1cc([C@@]2(c3nn(C(C)C)c(=O)o3)N[C@@H](c3nc(-c4ccc(F)cn4)c[nH]3)Cc3c2[nH]c2ccccc32)cn1. The result is 1 (blocker). (3) The molecule is COc1ccc(C(C#N)(CCCN(C)CCc2ccc(OC)c(OC)c2)C(C)C)cc1O. The result is 1 (blocker). (4) The molecule is CNC1CCCC(c2c[nH]c3ccc(NC(=N)c4cccs4)cc23)C1. The result is 0 (non-blocker). (5) The compound is CCN(C(=O)Cc1ccc(OC)cc1)[C@@H]1C[C@@H]2CC[C@H](C1)N2CC[C@H](NC(=O)C1CCC1)c1ccccc1. The result is 1 (blocker).